From a dataset of Catalyst prediction with 721,799 reactions and 888 catalyst types from USPTO. Predict which catalyst facilitates the given reaction. Reactant: [F:1][C:2]([F:7])([F:6])[C:3]([NH2:5])=O.COC1C=CC(P2(SP(C3C=CC(OC)=CC=3)(=S)S2)=[S:17])=CC=1.Br[CH2:31][C:32](=O)[C:33]([O:35][CH2:36][CH3:37])=[O:34]. Product: [F:1][C:2]([F:7])([F:6])[C:3]1[S:17][CH:31]=[C:32]([C:33]([O:35][CH2:36][CH3:37])=[O:34])[N:5]=1. The catalyst class is: 1.